This data is from Catalyst prediction with 721,799 reactions and 888 catalyst types from USPTO. The task is: Predict which catalyst facilitates the given reaction. (1) Reactant: [C:1]1([S:7]([N:10]2[C:14]3=[N:15][CH:16]=[C:17]([N+:30]([O-])=O)[C:18]([NH:19][C@H:20]4[CH2:25][CH2:24][C@H:23]([S:26]([CH3:29])(=[O:28])=[O:27])[CH2:22][CH2:21]4)=[C:13]3[CH:12]=[CH:11]2)(=[O:9])=[O:8])[CH:6]=[CH:5][CH:4]=[CH:3][CH:2]=1.C(O)C.[Cl-].[NH4+]. Product: [C:1]1([S:7]([N:10]2[C:14]3=[N:15][CH:16]=[C:17]([NH2:30])[C:18]([NH:19][C@H:20]4[CH2:21][CH2:22][C@H:23]([S:26]([CH3:29])(=[O:28])=[O:27])[CH2:24][CH2:25]4)=[C:13]3[CH:12]=[CH:11]2)(=[O:8])=[O:9])[CH:6]=[CH:5][CH:4]=[CH:3][CH:2]=1. The catalyst class is: 150. (2) Reactant: [F:1][CH:2]([F:27])[O:3][C:4]1[CH:9]=[CH:8][C:7]([C:10]2[O:11][CH:12]=[C:13]([CH2:15][CH2:16][C:17]([C:19]3[C:24]([CH3:25])=[CH:23][CH:22]=[CH:21][N:20]=3)=[O:18])[N:14]=2)=[CH:6][C:5]=1[OH:26].N12CCCN=[C:34]1[CH2:33][CH2:32][CH2:31]CC2.BrCC1CC1.O. Product: [CH:33]1([CH2:34][O:26][C:5]2[CH:6]=[C:7]([C:10]3[O:11][CH:12]=[C:13]([CH2:15][CH2:16][C:17]([C:19]4[C:24]([CH3:25])=[CH:23][CH:22]=[CH:21][N:20]=4)=[O:18])[N:14]=3)[CH:8]=[CH:9][C:4]=2[O:3][CH:2]([F:1])[F:27])[CH2:31][CH2:32]1. The catalyst class is: 162. (3) Reactant: FC(F)(F)C(O)=O.C(OC(=O)[N:14]([CH2:28][C:29]1[CH:46]=[CH:45][C:32]2[N:33]([CH2:43][CH3:44])[C:34](=[O:42])[C:35]([CH3:41])([CH3:40])[C:36](=[O:39])[N:37]([CH3:38])[C:31]=2[CH:30]=1)[CH2:15][C:16]1[CH:25]=[C:24]2[C:19]([CH2:20][CH2:21][C:22](=[O:27])[N:23]2[CH3:26])=[CH:18][CH:17]=1)(C)(C)C.C(=O)(O)[O-].[Na+]. Product: [CH2:43]([N:33]1[C:34](=[O:42])[C:35]([CH3:40])([CH3:41])[C:36](=[O:39])[N:37]([CH3:38])[C:31]2[CH:30]=[C:29]([CH2:28][NH:14][CH2:15][C:16]3[CH:25]=[C:24]4[C:19]([CH2:20][CH2:21][C:22](=[O:27])[N:23]4[CH3:26])=[CH:18][CH:17]=3)[CH:46]=[CH:45][C:32]1=2)[CH3:44]. The catalyst class is: 4. (4) Reactant: [F:1][C:2]1[CH:7]=[CH:6][CH:5]=[C:4]([F:8])[CH:3]=1.C([Li])CCC.[CH3:14][S:15]SC. Product: [F:1][C:2]1[CH:7]=[CH:6][CH:5]=[C:4]([F:8])[C:3]=1[S:15][CH3:14]. The catalyst class is: 1. (5) Reactant: [C:1]1(=[O:8])[NH:7][CH2:6][CH2:5][CH2:4][CH2:3][CH2:2]1.[OH2:9].Cl[C:11]([O:13][CH2:14][C:15]1[CH:20]=[CH:19][C:18]([N+:21]([O-:23])=[O:22])=[CH:17][CH:16]=1)=[O:12]. Product: [N+:21]([C:18]1[CH:19]=[CH:20][C:15]([CH2:14][O:13][C:11]([NH:7][CH2:6][CH2:5][CH2:4][CH2:3][CH2:2][C:1]([OH:8])=[O:9])=[O:12])=[CH:16][CH:17]=1)([O-:23])=[O:22]. The catalyst class is: 74. (6) Reactant: [Cl:1][C:2]1[C:3]2[S:13][CH:12]=[CH:11][C:4]=2[N:5]=[C:6]([C:8]([O-:10])=O)[N:7]=1.[F:14][C:15]1[CH:20]=[CH:19][C:18]([Mg]Br)=[CH:17][CH:16]=1. Product: [Cl:1][C:2]1[C:3]2[S:13][CH:12]=[CH:11][C:4]=2[N:5]=[C:6]([C:8]([C:18]2[CH:19]=[CH:20][C:15]([F:14])=[CH:16][CH:17]=2)=[O:10])[N:7]=1. The catalyst class is: 1.